Dataset: Reaction yield outcomes from USPTO patents with 853,638 reactions. Task: Predict the reaction yield, written as a fraction of the theoretical maximum amount of product (1.0 means a 100% yield; for example, 0.34 means a 34% yield). (1) The reactants are [N:1]1[CH:6]=[CH:5][CH:4]=[CH:3][C:2]=1[C:7]1[C:11]([CH2:12][O:13][C:14]2[CH:22]=[CH:21][C:17]([C:18]([OH:20])=O)=[CH:16][N:15]=2)=[CH:10][O:9][N:8]=1.[CH2:23]([NH2:25])[CH3:24]. No catalyst specified. The product is [CH2:23]([NH:25][C:18](=[O:20])[C:17]1[CH:21]=[CH:22][C:14]([O:13][CH2:12][C:11]2[C:7]([C:2]3[CH:3]=[CH:4][CH:5]=[CH:6][N:1]=3)=[N:8][O:9][CH:10]=2)=[N:15][CH:16]=1)[CH3:24]. The yield is 0.810. (2) The reactants are [CH:1]([N:4]1[C:8]([C:9]2[N:18]=[C:17]3[N:11]([CH2:12][CH2:13][O:14][C:15]4[CH:22]=[C:21](O)[N:20]=[CH:19][C:16]=43)[CH:10]=2)=[N:7][CH:6]=[N:5]1)([CH3:3])[CH3:2].[NH:24]1[CH2:29][CH2:28][O:27][CH2:26][CH2:25]1. No catalyst specified. The product is [CH:1]([N:4]1[C:8]([C:9]2[N:18]=[C:17]3[C:16]4[CH:19]=[N:20][C:21]([N:24]5[CH2:29][CH2:28][O:27][CH2:26][CH2:25]5)=[CH:22][C:15]=4[O:14][CH2:13][CH2:12][N:11]3[CH:10]=2)=[N:7][CH:6]=[N:5]1)([CH3:3])[CH3:2]. The yield is 0.440. (3) The reactants are C[Si](C)(C)[N-][Si](C)(C)C.[Li+].[C:11]([O:14][CH2:15][CH3:16])(=[O:13])[CH3:12].[F:17][C:18]([F:26])([CH:23]([F:25])[F:24])[C:19](OC)=[O:20].[Cl-].[NH4+].Cl. The catalyst is C1COCC1. The product is [F:17][C:18]([F:26])([CH:23]([F:25])[F:24])[C:19](=[O:20])[CH2:12][C:11]([O:14][CH2:15][CH3:16])=[O:13]. The yield is 0.870. (4) The reactants are CC1C=CC(S(O[CH2:12][CH:13]2[CH2:18][O:17][C:16]([CH3:20])([CH3:19])[O:15][CH2:14]2)(=O)=O)=CC=1.[CH:21]1([NH2:26])[CH2:25][CH2:24][CH2:23][CH2:22]1. No catalyst specified. The product is [CH3:20][C:16]1([CH3:19])[O:15][CH2:14][CH:13]([CH2:12][NH:26][CH:21]2[CH2:25][CH2:24][CH2:23][CH2:22]2)[CH2:18][O:17]1. The yield is 1.00. (5) The reactants are [C:1]([OH:5])(=O)[CH:2]=[CH2:3].CN1CCOCC1.ClC(OCC(C)C)=O.[C:21]([O:25][C:26](=[O:35])[NH:27][C:28]1[CH:33]=[CH:32][CH:31]=[CH:30][C:29]=1[NH2:34])([CH3:24])([CH3:23])[CH3:22]. The catalyst is ClCCl. The product is [C:21]([O:25][C:26](=[O:35])[NH:27][C:28]1[CH:33]=[CH:32][CH:31]=[CH:30][C:29]=1[NH:34][C:1](=[O:5])[CH:2]=[CH2:3])([CH3:24])([CH3:22])[CH3:23]. The yield is 0.340.